Dataset: Full USPTO retrosynthesis dataset with 1.9M reactions from patents (1976-2016). Task: Predict the reactants needed to synthesize the given product. (1) Given the product [CH3:1][S:2][C:3]1[N:4]=[C:5]([N:8]2[C:12]3[CH:13]=[CH:14][CH:15]=[CH:16][C:11]=3[N:10]([CH2:19][C:20]([O:22][C:23]([CH3:26])([CH3:25])[CH3:24])=[O:21])[C:9]2=[O:17])[S:6][CH:7]=1, predict the reactants needed to synthesize it. The reactants are: [CH3:1][S:2][C:3]1[N:4]=[C:5]([N:8]2[C:12]3[CH:13]=[CH:14][CH:15]=[CH:16][C:11]=3[NH:10][C:9]2=[O:17])[S:6][CH:7]=1.Br[CH2:19][C:20]([O:22][C:23]([CH3:26])([CH3:25])[CH3:24])=[O:21].[H-].[Na+]. (2) Given the product [Cl:15][CH2:16][CH2:17][O:18][C:19]1[CH:24]=[CH:23][C:22](/[C:25](/[C:27]2[CH:32]=[CH:31][C:30]([OH:33])=[CH:29][CH:28]=2)=[C:11](\[C:9]2[CH:8]=[CH:7][C:6]3[N:2]([CH3:1])[CH:3]=[N:4][C:5]=3[CH:10]=2)/[CH2:12][CH3:13])=[CH:21][CH:20]=1, predict the reactants needed to synthesize it. The reactants are: [CH3:1][N:2]1[C:6]2[CH:7]=[CH:8][C:9]([C:11](=O)[CH2:12][CH3:13])=[CH:10][C:5]=2[N:4]=[CH:3]1.[Cl:15][CH2:16][CH2:17][O:18][C:19]1[CH:24]=[CH:23][C:22]([C:25]([C:27]2[CH:32]=[CH:31][C:30]([OH:33])=[CH:29][CH:28]=2)=O)=[CH:21][CH:20]=1.